Dataset: Reaction yield outcomes from USPTO patents with 853,638 reactions. Task: Predict the reaction yield, written as a fraction of the theoretical maximum amount of product (1.0 means a 100% yield; for example, 0.34 means a 34% yield). (1) The catalyst is O1CCCC1. The product is [C:25]([C:27]1[CH:28]=[CH:29][C:30]([NH:33][C:34]([N:15]2[CH2:16][CH2:17][N:12]([C:10]3[S:9][N:8]=[C:7]([C:1]4[CH:2]=[CH:3][CH:4]=[CH:5][CH:6]=4)[N:11]=3)[CH2:13][CH2:14]2)=[O:35])=[CH:31][CH:32]=1)#[N:26]. The yield is 0.506. The reactants are [C:1]1([C:7]2[N:11]=[C:10]([N:12]3[CH2:17][CH2:16][NH:15][CH2:14][CH2:13]3)[S:9][N:8]=2)[CH:6]=[CH:5][CH:4]=[CH:3][CH:2]=1.C(N(CC)CC)C.[C:25]([C:27]1[CH:32]=[CH:31][C:30]([N:33]=[C:34]=[O:35])=[CH:29][CH:28]=1)#[N:26]. (2) The reactants are Br[C:2]1[CH:3]=[C:4]([N:8]2[C:16]3[C:11](=[CH:12][C:13]([C:17](=[O:20])[NH:18][CH3:19])=[CH:14][CH:15]=3)[C:10]([C:21]([O:23][CH3:24])=[O:22])=[N:9]2)[CH:5]=[CH:6][CH:7]=1.[C:25]([C@:27]1([OH:34])[CH2:31][CH2:30][N:29]([CH3:32])[C:28]1=[O:33])#[CH:26]. No catalyst specified. The product is [OH:34][C@@:27]1([C:25]#[C:26][C:2]2[CH:3]=[C:4]([N:8]3[C:16]4[C:11](=[CH:12][C:13]([C:17](=[O:20])[NH:18][CH3:19])=[CH:14][CH:15]=4)[C:10]([C:21]([O:23][CH3:24])=[O:22])=[N:9]3)[CH:5]=[CH:6][CH:7]=2)[CH2:31][CH2:30][N:29]([CH3:32])[C:28]1=[O:33]. The yield is 0.940. (3) The reactants are [H-].[Na+].[Cl:3][C:4]1[CH:9]=[C:8]([OH:10])[CH:7]=[CH:6][N:5]=1.[F:11][C:12]1[CH:17]=[C:16]([N+:18]([O-:20])=[O:19])[C:15]([F:21])=[CH:14][C:13]=1F. The catalyst is CN(C=O)C. The product is [Cl:3][C:4]1[CH:9]=[C:8]([O:10][C:13]2[CH:14]=[C:15]([F:21])[C:16]([N+:18]([O-:20])=[O:19])=[CH:17][C:12]=2[F:11])[CH:7]=[CH:6][N:5]=1. The yield is 0.630. (4) The reactants are [C:1](=[O:22])(OC1C=CC([N+]([O-])=O)=CC=1)[O:2][CH2:3][C:4]1[CH:9]=[C:8]([CH3:10])[N:7]=[C:6]([CH3:11])[CH:5]=1.[CH:23]1([CH2:26][NH2:27])[CH2:25][CH2:24]1.CCN(C(C)C)C(C)C.[ClH:37].CCOCC. The catalyst is CN(C=O)C.CN(C1C=CN=CC=1)C. The product is [ClH:37].[CH:23]1([CH2:26][NH:27][C:1](=[O:22])[O:2][CH2:3][C:4]2[CH:5]=[C:6]([CH3:11])[N:7]=[C:8]([CH3:10])[CH:9]=2)[CH2:25][CH2:24]1. The yield is 0.590. (5) The reactants are [C:1]([O:5][C:6]([N:8]([C:13]1[CH:14]=[C:15]([CH:30]=[CH:31][C:32]=1[O:33][CH3:34])[C:16]([O:18][CH2:19][C:20]([O:22]CC1C=CC=CC=1)=[O:21])=[O:17])[S:9]([CH3:12])(=[O:11])=[O:10])=[O:7])([CH3:4])([CH3:3])[CH3:2]. The catalyst is CO.CCOC(C)=O.[Pd]. The product is [C:1]([O:5][C:6]([N:8]([C:13]1[CH:14]=[C:15]([CH:30]=[CH:31][C:32]=1[O:33][CH3:34])[C:16]([O:18][CH2:19][C:20]([OH:22])=[O:21])=[O:17])[S:9]([CH3:12])(=[O:11])=[O:10])=[O:7])([CH3:4])([CH3:3])[CH3:2]. The yield is 0.930. (6) The reactants are P(Cl)(Cl)([Cl:3])=O.CN(C)[CH:8]=[O:9].[C:11]([N:15]1[C:19](O)=[CH:18][C:17]([C:21]([F:24])([F:23])[F:22])=[N:16]1)([CH3:14])([CH3:13])[CH3:12]. The catalyst is O. The product is [C:11]([N:15]1[C:19]([Cl:3])=[C:18]([CH:8]=[O:9])[C:17]([C:21]([F:24])([F:23])[F:22])=[N:16]1)([CH3:14])([CH3:13])[CH3:12]. The yield is 0.217. (7) The yield is 0.680. The catalyst is O.C(OCC)(=O)C. The product is [OH:13][C:14]([CH3:49])([CH3:50])[CH2:15][O:16][C:17]1[CH:22]=[CH:21][C:20]([N:23]2[C:28](=[O:29])[C:27]([CH2:30][C:31]3[CH:36]=[CH:35][C:34]([C:37]4[CH:42]=[CH:41][CH:40]=[CH:39][C:38]=4[C:43]4[NH:3][C:4](=[O:7])[O:5][N:44]=4)=[CH:33][CH:32]=3)=[C:26]([CH2:45][CH2:46][CH3:47])[N:25]=[C:24]2[CH3:48])=[CH:19][CH:18]=1. The reactants are [Cl-].O[NH3+:3].[C:4](=[O:7])([O-])[OH:5].[Na+].CS(C)=O.[OH:13][C:14]([CH3:50])([CH3:49])[CH2:15][O:16][C:17]1[CH:22]=[CH:21][C:20]([N:23]2[C:28](=[O:29])[C:27]([CH2:30][C:31]3[CH:36]=[CH:35][C:34]([C:37]4[C:38]([C:43]#[N:44])=[CH:39][CH:40]=[CH:41][CH:42]=4)=[CH:33][CH:32]=3)=[C:26]([CH2:45][CH2:46][CH3:47])[N:25]=[C:24]2[CH3:48])=[CH:19][CH:18]=1. (8) The reactants are COC(=O)CC1CCN(C(OC(C)(C)C)=O)CC1.C(C1C=NC=CC=1[CH2:27][C:28]([CH3:33])([CH3:32])[C:29]([NH2:31])=[O:30])=O.[OH:34][CH:35]([C:54]1[C:55](NC(=O)C(C)(C)C)=[N:56][CH:57]=[CH:58][CH:59]=1)[CH:36]([CH:41]1[CH2:46][CH2:45][N:44]([C:47]([O:49][C:50]([CH3:53])([CH3:52])[CH3:51])=[O:48])[CH2:43][CH2:42]1)[C:37]([O:39][CH3:40])=[O:38]. No catalyst specified. The product is [OH:34][CH:35]([C:54]1[CH:55]=[N:56][CH:57]=[CH:58][C:59]=1[NH:31][C:29](=[O:30])[C:28]([CH3:33])([CH3:32])[CH3:27])[CH:36]([CH:41]1[CH2:42][CH2:43][N:44]([C:47]([O:49][C:50]([CH3:51])([CH3:53])[CH3:52])=[O:48])[CH2:45][CH2:46]1)[C:37]([O:39][CH3:40])=[O:38]. The yield is 0.540. (9) The reactants are [CH3:1][C:2]1[N:3]([C:7]2[CH:13]=[CH:12][C:10]([NH2:11])=[CH:9][CH:8]=2)[CH:4]=[CH:5][N:6]=1.[N:14]#[C:15][NH2:16].Cl. The catalyst is C(O)C. The product is [CH3:1][C:2]1[N:3]([C:7]2[CH:13]=[CH:12][C:10]([NH:11][C:15]([NH2:16])=[NH:14])=[CH:9][CH:8]=2)[CH:4]=[CH:5][N:6]=1. The yield is 0.644. (10) The reactants are [CH3:1][O:2][C:3]1([C:6]2[CH:11]=[CH:10][C:9]([C:12]#[C:13][C:14]3[CH:24]=[CH:23][C:17]([C:18]([O:20]CC)=[O:19])=[CH:16][CH:15]=3)=[CH:8][CH:7]=2)[CH2:5][CH2:4]1.[OH-].[Na+]. The catalyst is C(O)C.O1CCCC1. The product is [CH3:1][O:2][C:3]1([C:6]2[CH:7]=[CH:8][C:9]([C:12]#[C:13][C:14]3[CH:15]=[CH:16][C:17]([C:18]([OH:20])=[O:19])=[CH:23][CH:24]=3)=[CH:10][CH:11]=2)[CH2:5][CH2:4]1. The yield is 0.860.